Binary Classification. Given two protein amino acid sequences, predict whether they physically interact or not. From a dataset of Human Reference Interactome with 51,813 positive PPI pairs across 8,248 proteins, plus equal number of experimentally-validated negative pairs. Protein 1 (ENSG00000170373) has sequence MAQYLSTLLLLLATLAVALAWSPKEEDRIIPGGIYNADLNDEWVQRALHFAISEYNKATKDDYYRRPLRVLRARQQTVGGVNYFFDVEVGRTICTKSQPNLDTCAFHEQPELQKKQLCSFEIYEVPWENRRSLVKSRCQES*. Protein 2 (ENSG00000147854) has sequence MWIQVRTIDGSKTCTIEDVSRKATIEELRERVWALFDVRPECQRLFYRGKQLENGYTLFDYDVGLNDIIQLLVRPDPDHLPGTSTQIEAKPCSNSPPKVKKAPRVGPSNQPSTSARARLIDPGFGIYKVNELVDARDVGLGAWFEAHIHSVTRASDGQSRGKTPLKNGSSCKRTNGNIKHKSKENTNKLDSVPSTSNSDCVAADEDVIYHIQYDEYPESGTLEMNVKDLRPRARTILKWNELNVGDVVMVNYNVESPGQRGFWFDAEITTLKTISRTKKELRVKIFLGGSEGTLNDCKII.... Result: 0 (the proteins do not interact).